Dataset: NCI-60 drug combinations with 297,098 pairs across 59 cell lines. Task: Regression. Given two drug SMILES strings and cell line genomic features, predict the synergy score measuring deviation from expected non-interaction effect. (1) Drug 1: C1CC(=O)NC(=O)C1N2CC3=C(C2=O)C=CC=C3N. Drug 2: CN1C(=O)N2C=NC(=C2N=N1)C(=O)N. Cell line: NCI-H460. Synergy scores: CSS=5.13, Synergy_ZIP=-3.20, Synergy_Bliss=-4.85, Synergy_Loewe=0.563, Synergy_HSA=-0.922. (2) Drug 1: C1=C(C(=O)NC(=O)N1)F. Drug 2: CCN(CC)CCNC(=O)C1=C(NC(=C1C)C=C2C3=C(C=CC(=C3)F)NC2=O)C. Cell line: RXF 393. Synergy scores: CSS=30.6, Synergy_ZIP=-6.20, Synergy_Bliss=-1.26, Synergy_Loewe=-2.21, Synergy_HSA=-2.11. (3) Drug 1: COC1=CC(=CC(=C1O)OC)C2C3C(COC3=O)C(C4=CC5=C(C=C24)OCO5)OC6C(C(C7C(O6)COC(O7)C8=CC=CS8)O)O. Drug 2: C(CCl)NC(=O)N(CCCl)N=O. Cell line: COLO 205. Synergy scores: CSS=37.8, Synergy_ZIP=-0.152, Synergy_Bliss=1.02, Synergy_Loewe=-14.0, Synergy_HSA=1.99. (4) Drug 1: CCCCC(=O)OCC(=O)C1(CC(C2=C(C1)C(=C3C(=C2O)C(=O)C4=C(C3=O)C=CC=C4OC)O)OC5CC(C(C(O5)C)O)NC(=O)C(F)(F)F)O. Drug 2: CCC1(C2=C(COC1=O)C(=O)N3CC4=CC5=C(C=CC(=C5CN(C)C)O)N=C4C3=C2)O.Cl. Cell line: COLO 205. Synergy scores: CSS=71.5, Synergy_ZIP=-0.0700, Synergy_Bliss=-2.65, Synergy_Loewe=4.70, Synergy_HSA=6.52. (5) Drug 1: CN1C(=O)N2C=NC(=C2N=N1)C(=O)N. Drug 2: CC=C1C(=O)NC(C(=O)OC2CC(=O)NC(C(=O)NC(CSSCCC=C2)C(=O)N1)C(C)C)C(C)C. Cell line: KM12. Synergy scores: CSS=14.5, Synergy_ZIP=-0.702, Synergy_Bliss=-4.25, Synergy_Loewe=-52.6, Synergy_HSA=-4.83. (6) Drug 1: CC1=C2C(C(=O)C3(C(CC4C(C3C(C(C2(C)C)(CC1OC(=O)C(C(C5=CC=CC=C5)NC(=O)OC(C)(C)C)O)O)OC(=O)C6=CC=CC=C6)(CO4)OC(=O)C)OC)C)OC. Drug 2: N.N.Cl[Pt+2]Cl. Cell line: MDA-MB-435. Synergy scores: CSS=54.6, Synergy_ZIP=4.16, Synergy_Bliss=2.69, Synergy_Loewe=-26.3, Synergy_HSA=0.888. (7) Drug 1: C1CCC(CC1)NC(=O)N(CCCl)N=O. Drug 2: CC1CCC2CC(C(=CC=CC=CC(CC(C(=O)C(C(C(=CC(C(=O)CC(OC(=O)C3CCCCN3C(=O)C(=O)C1(O2)O)C(C)CC4CCC(C(C4)OC)OCCO)C)C)O)OC)C)C)C)OC. Cell line: HCT116. Synergy scores: CSS=25.3, Synergy_ZIP=-1.95, Synergy_Bliss=2.74, Synergy_Loewe=-4.48, Synergy_HSA=5.89. (8) Drug 1: CN(C)C1=NC(=NC(=N1)N(C)C)N(C)C. Drug 2: CC1=C2C(C(=O)C3(C(CC4C(C3C(C(C2(C)C)(CC1OC(=O)C(C(C5=CC=CC=C5)NC(=O)C6=CC=CC=C6)O)O)OC(=O)C7=CC=CC=C7)(CO4)OC(=O)C)O)C)OC(=O)C. Cell line: SF-295. Synergy scores: CSS=-0.243, Synergy_ZIP=-4.52, Synergy_Bliss=-10.7, Synergy_Loewe=-8.30, Synergy_HSA=-8.69. (9) Drug 1: C1=CC(=CC=C1CC(C(=O)O)N)N(CCCl)CCCl.Cl. Drug 2: CCC(=C(C1=CC=CC=C1)C2=CC=C(C=C2)OCCN(C)C)C3=CC=CC=C3.C(C(=O)O)C(CC(=O)O)(C(=O)O)O. Cell line: BT-549. Synergy scores: CSS=16.4, Synergy_ZIP=-2.92, Synergy_Bliss=2.82, Synergy_Loewe=-2.24, Synergy_HSA=0.541. (10) Drug 1: CN(C)C1=NC(=NC(=N1)N(C)C)N(C)C. Drug 2: C1=CC=C(C(=C1)C(C2=CC=C(C=C2)Cl)C(Cl)Cl)Cl. Cell line: CAKI-1. Synergy scores: CSS=9.43, Synergy_ZIP=7.29, Synergy_Bliss=8.43, Synergy_Loewe=9.25, Synergy_HSA=8.56.